This data is from Catalyst prediction with 721,799 reactions and 888 catalyst types from USPTO. The task is: Predict which catalyst facilitates the given reaction. (1) Reactant: [N:1]1([CH:7]=[CH:8][C:9]([O:11][CH2:12][CH3:13])=[O:10])[CH2:6][CH2:5][CH2:4][CH2:3][CH2:2]1.[F:14][CH:15]([F:19])[C:16](F)=[O:17].C(N(CCCC)CCCC)CCC. Product: [F:14][CH:15]([F:19])[C:16](=[O:17])[C:8](=[CH:7][N:1]1[CH2:6][CH2:5][CH2:4][CH2:3][CH2:2]1)[C:9]([O:11][CH2:12][CH3:13])=[O:10]. The catalyst class is: 11. (2) Reactant: [C:1]([O:4][C:5]1[CH:10]=[C:9]([CH3:11])[C:8]([NH:12][C:13](=[O:15])[CH3:14])=[C:7]([NH2:16])[CH:6]=1)(=[O:3])[CH3:2].Br[CH2:18][C:19]1[CH:24]=[CH:23][C:22]([O:25][CH2:26][CH2:27][CH2:28][CH2:29][CH3:30])=[CH:21][C:20]=1[Cl:31].C(=O)([O-])[O-].[K+].[K+].CN(C)C=O. Product: [C:1]([O:4][C:5]1[CH:10]=[C:9]([CH3:11])[C:8]([NH:12][C:13](=[O:15])[CH3:14])=[C:7]([NH:16][CH2:18][C:19]2[CH:24]=[CH:23][C:22]([O:25][CH2:26][CH2:27][CH2:28][CH2:29][CH3:30])=[CH:21][C:20]=2[Cl:31])[CH:6]=1)(=[O:3])[CH3:2]. The catalyst class is: 25. (3) Reactant: [N:1]([C:4]1[CH:15]=[CH:14][C:7]([C:8]([NH:10][CH2:11][CH2:12][CH3:13])=[O:9])=[CH:6][CH:5]=1)=[N+:2]=[N-:3].O=[C:17]([CH2:24][CH2:25][CH3:26])[CH2:18][C:19]([O:21]CC)=[O:20].[O-]CC.[Na+].O. Product: [CH2:24]([C:17]1[N:1]([C:4]2[CH:5]=[CH:6][C:7]([C:8]([NH:10][CH2:11][CH2:12][CH3:13])=[O:9])=[CH:14][CH:15]=2)[N:2]=[N:3][C:18]=1[C:19]([OH:21])=[O:20])[CH2:25][CH3:26]. The catalyst class is: 8. (4) Reactant: [CH2:1]([O:8][C:9]1[CH:10]=[CH:11][C:12]([OH:18])=[C:13]([C:15](=O)[CH3:16])[CH:14]=1)[C:2]1[CH:7]=[CH:6][CH:5]=[CH:4][CH:3]=1.[C:19](=O)([O-])[O-].[K+].[K+].BrC[C:27](=[O:30])[CH2:28][CH3:29]. Product: [CH2:1]([O:8][C:9]1[CH:10]=[CH:11][C:12]2[O:18][C:16]([C:27](=[O:30])[CH2:28][CH3:29])=[C:15]([CH3:19])[C:13]=2[CH:14]=1)[C:2]1[CH:7]=[CH:6][CH:5]=[CH:4][CH:3]=1. The catalyst class is: 9. (5) Reactant: [Cl:1][C:2]1[C:3]2[N:4]([C:16]([CH3:19])=[CH:17][CH:18]=2)[C:5]([C:8]([N:10]2[CH2:15][CH2:14][O:13][CH2:12][CH2:11]2)=[O:9])=[CH:6][N:7]=1.[F:20][C:21]1[CH:22]=[C:23]([CH:25]=[CH:26][CH:27]=1)[NH2:24].CS(O)(=O)=O. Product: [ClH:1].[F:20][C:21]1[CH:22]=[C:23]([NH:24][C:2]2[C:3]3[N:4]([C:16]([CH3:19])=[CH:17][CH:18]=3)[C:5]([C:8]([N:10]3[CH2:15][CH2:14][O:13][CH2:12][CH2:11]3)=[O:9])=[CH:6][N:7]=2)[CH:25]=[CH:26][CH:27]=1. The catalyst class is: 169. (6) Reactant: [BH4-].[Na+].[O:3]=[C:4]1[CH2:7][C:6]2([CH2:12][CH2:11][N:10]([C:13]([O:15][C:16]([CH3:19])([CH3:18])[CH3:17])=[O:14])[CH2:9][CH2:8]2)[CH2:5]1.[Cl-].[NH4+]. Product: [OH:3][CH:4]1[CH2:7][C:6]2([CH2:12][CH2:11][N:10]([C:13]([O:15][C:16]([CH3:19])([CH3:18])[CH3:17])=[O:14])[CH2:9][CH2:8]2)[CH2:5]1. The catalyst class is: 8.